This data is from Forward reaction prediction with 1.9M reactions from USPTO patents (1976-2016). The task is: Predict the product of the given reaction. (1) Given the reactants C([O:3][C:4](=[O:33])[CH:5]([O:30][CH2:31][CH3:32])[CH2:6][C:7]1[CH:12]=[CH:11][C:10]([O:13][CH2:14][C:15]2[S:19][C:18]([C:20]3[CH:25]=[CH:24][C:23]([Cl:26])=[CH:22][C:21]=3[Cl:27])=[N:17][C:16]=2[CH3:28])=[CH:9][C:8]=1[CH3:29])C.[Li+].[OH-], predict the reaction product. The product is: [Cl:27][C:21]1[CH:22]=[C:23]([Cl:26])[CH:24]=[CH:25][C:20]=1[C:18]1[S:19][C:15]([CH2:14][O:13][C:10]2[CH:11]=[CH:12][C:7]([CH2:6][CH:5]([O:30][CH2:31][CH3:32])[C:4]([OH:33])=[O:3])=[C:8]([CH3:29])[CH:9]=2)=[C:16]([CH3:28])[N:17]=1. (2) Given the reactants [Cl:1][C:2]1[CH:7]=[CH:6][C:5]([C@H:8]2[N:15]3[C:11]([S:12][C:13]([C:19]([N:21]([CH:26]([CH3:28])[CH3:27])[CH2:22][C:23]([OH:25])=O)=[O:20])=[C:14]3[CH:16]([CH3:18])[CH3:17])=[N:10][C@:9]2([C:30]2[CH:35]=[CH:34][C:33]([Cl:36])=[CH:32][CH:31]=2)[CH3:29])=[CH:4][CH:3]=1.[CH3:37][N:38]1[CH2:43][CH2:42][NH:41][CH2:40][C@H:39]1[CH3:44], predict the reaction product. The product is: [Cl:1][C:2]1[CH:3]=[CH:4][C:5]([C@H:8]2[N:15]3[C:11]([S:12][C:13]([C:19]([N:21]([CH2:22][C:23]([N:41]4[CH2:42][CH2:43][N:38]([CH3:37])[C@H:39]([CH3:44])[CH2:40]4)=[O:25])[CH:26]([CH3:28])[CH3:27])=[O:20])=[C:14]3[CH:16]([CH3:18])[CH3:17])=[N:10][C@:9]2([C:30]2[CH:35]=[CH:34][C:33]([Cl:36])=[CH:32][CH:31]=2)[CH3:29])=[CH:6][CH:7]=1.